This data is from Reaction yield outcomes from USPTO patents with 853,638 reactions. The task is: Predict the reaction yield, written as a fraction of the theoretical maximum amount of product (1.0 means a 100% yield; for example, 0.34 means a 34% yield). The reactants are [NH:1]1[C:5]2=[N:6][CH:7]=[CH:8][CH:9]=[C:4]2[CH:3]=[CH:2]1.[Al+3].[Cl-].[Cl-].[Cl-].[C:14]1([CH2:20][C:21](Cl)=[O:22])[CH:19]=[CH:18][CH:17]=[CH:16][CH:15]=1.O. The catalyst is C(Cl)Cl. The product is [C:14]1([CH2:20][C:21]([C:3]2[C:4]3[C:5](=[N:6][CH:7]=[CH:8][CH:9]=3)[NH:1][CH:2]=2)=[O:22])[CH:19]=[CH:18][CH:17]=[CH:16][CH:15]=1. The yield is 0.650.